Dataset: Forward reaction prediction with 1.9M reactions from USPTO patents (1976-2016). Task: Predict the product of the given reaction. Given the reactants [Cl:1][C:2]1[C:3]([C:23]([F:26])([F:25])[F:24])=[CH:4][C:5]2[N:9]=[C:8]([CH:10]([OH:12])[CH3:11])[N:7]([C:13]3[CH:18]=[CH:17][C:16]([CH2:19][CH2:20][OH:21])=[CH:15][CH:14]=3)[C:6]=2[CH:22]=1.[Si:27](Cl)([C:40]([CH3:43])([CH3:42])[CH3:41])([C:34]1[CH:39]=[CH:38][CH:37]=[CH:36][CH:35]=1)[C:28]1[CH:33]=[CH:32][CH:31]=[CH:30][CH:29]=1.C(N(CC)CC)C.O, predict the reaction product. The product is: [Cl:1][C:2]1[C:3]([C:23]([F:24])([F:26])[F:25])=[CH:4][C:5]2[N:9]=[C:8]([CH:10]([OH:12])[CH3:11])[N:7]([C:13]3[CH:14]=[CH:15][C:16]([CH2:19][CH2:20][O:21][Si:27]([C:40]([CH3:43])([CH3:42])[CH3:41])([C:34]4[CH:35]=[CH:36][CH:37]=[CH:38][CH:39]=4)[C:28]4[CH:33]=[CH:32][CH:31]=[CH:30][CH:29]=4)=[CH:17][CH:18]=3)[C:6]=2[CH:22]=1.